Binary Classification. Given a miRNA mature sequence and a target amino acid sequence, predict their likelihood of interaction. From a dataset of Experimentally validated miRNA-target interactions with 360,000+ pairs, plus equal number of negative samples. (1) The miRNA is gga-miR-365-3p with sequence UAAUGCCCCUAAAAAUCCUUAU. The protein sequence of the target gene is MRDRTHELRQGDDSSDEEDKERVALVVHPGTARLGSPDEEFFHKVRTIRQTIVKLGNKVQELEKQQVTILATPLPEESMKQELQNLRDEIKQLGREIRLQLKAIEPQKEEADENYNSVNTRMRKTQHGVLSQQFVELINKCNSMQSEYREKNVERIRRQLKITNAGMVSDEELEQMLDSGQSEVFVSNILKDTQVTRQALNEISARHSEIQQLERSIRELHDIFTFLATEVEMQGEMINRIEKNILSSADYVERGQEHVKTALENQKKARKKKVLIAICVSITVVLLAVIIGVTVVG. Result: 0 (no interaction). (2) The miRNA is mmu-miR-5112 with sequence UAGCUCAGCGGGAGAGCAC. The protein sequence of the target gene is MSCPIDKRRTLIAFLRRLRDLGQPPRSVTSKASASRAPKEVPLCPLMTDGETRNVTSLPGPTNWPLLGSLLEIFWKGGLKKQHDTLAEYHKKYGQIFRMKLGSFDSVHLGSPSLLEALYRTESAHPQRLEIKPWKAYRDHRNEAYGLMILEGQEWQRVRSAFQKKLMKPVEIMKLDKKINEVLADFLERMDELCDERGRIPDLYSELNKWSFESICLVLYEKRFGLLQKETEEEALTFITAIKTMMSTFGKMMVTPVELHKRLNTKVWQAHTLAWDTIFKSVKPCIDNRLQRYSQQPGAD.... Result: 0 (no interaction).